From a dataset of TCR-epitope binding with 47,182 pairs between 192 epitopes and 23,139 TCRs. Binary Classification. Given a T-cell receptor sequence (or CDR3 region) and an epitope sequence, predict whether binding occurs between them. (1) The epitope is AMFWSVPTV. The TCR CDR3 sequence is CASSFITGLHYEQYF. Result: 1 (the TCR binds to the epitope). (2) The epitope is LLWNGPMAV. The TCR CDR3 sequence is CASSFYNEQFF. Result: 0 (the TCR does not bind to the epitope). (3) The epitope is IVTDFSVIK. The TCR CDR3 sequence is CASSHGSGSPYGYTF. Result: 1 (the TCR binds to the epitope). (4) The epitope is RLFRKSNLK. The TCR CDR3 sequence is CASSYSSNTGELFF. Result: 0 (the TCR does not bind to the epitope). (5) The epitope is LLQTGIHVRVSQPSL. The TCR CDR3 sequence is CASSQGGDSSYEQYF. Result: 0 (the TCR does not bind to the epitope). (6) The epitope is SEVGPEHSLAEY. The TCR CDR3 sequence is CASSQRGENTGELFF. Result: 0 (the TCR does not bind to the epitope).